From a dataset of Forward reaction prediction with 1.9M reactions from USPTO patents (1976-2016). Predict the product of the given reaction. (1) Given the reactants [F:1][C:2]([F:19])([CH3:18])[CH2:3][N:4]1[CH2:10][CH2:9][C:8]2[CH:11]=[C:12]([NH2:17])[C:13]([O:15][CH3:16])=[CH:14][C:7]=2[CH2:6][CH2:5]1.Cl[C:21]1[N:26]=[C:25]([NH:27][C:28]2[CH:33]=[CH:32][C:31]([N:34]3[CH2:39][CH2:38][N:37]([CH3:40])[CH2:36][CH2:35]3)=[CH:30][C:29]=2[O:41][CH3:42])[C:24]([Cl:43])=[CH:23][N:22]=1, predict the reaction product. The product is: [Cl:43][C:24]1[C:25]([NH:27][C:28]2[CH:33]=[CH:32][C:31]([N:34]3[CH2:39][CH2:38][N:37]([CH3:40])[CH2:36][CH2:35]3)=[CH:30][C:29]=2[O:41][CH3:42])=[N:26][C:21]([NH:17][C:12]2[C:13]([O:15][CH3:16])=[CH:14][C:7]3[CH2:6][CH2:5][N:4]([CH2:3][C:2]([F:1])([F:19])[CH3:18])[CH2:10][CH2:9][C:8]=3[CH:11]=2)=[N:22][CH:23]=1. (2) Given the reactants Br[C:2]1[C:3]([N:22]2[CH2:26][CH2:25][C@H:24]([CH2:27][OH:28])[CH2:23]2)=[N:4][CH:5]=[C:6]([CH:21]=1)[C:7]([NH:9][C:10]1[CH:15]=[CH:14][C:13]([O:16][C:17]([F:20])([F:19])[F:18])=[CH:12][CH:11]=1)=[O:8].[Cl:29][C:30]1[N:35]=[CH:34][C:33](B(O)O)=[CH:32][CH:31]=1, predict the reaction product. The product is: [Cl:29][C:30]1[N:35]=[CH:34][C:33]([C:2]2[C:3]([N:22]3[CH2:26][CH2:25][C@H:24]([CH2:27][OH:28])[CH2:23]3)=[N:4][CH:5]=[C:6]([C:7]([NH:9][C:10]3[CH:15]=[CH:14][C:13]([O:16][C:17]([F:19])([F:18])[F:20])=[CH:12][CH:11]=3)=[O:8])[CH:21]=2)=[CH:32][CH:31]=1. (3) Given the reactants [Li]CCCC.C(NC(C)C)(C)C.[NH:13]1[CH2:17][CH2:16][CH2:15][C:14]1=[O:18].Br[CH2:20][C:21]1[N:26]=[CH:25][C:24]([C:27]2[CH:28]=[C:29]([NH:34][C:35]3[N:40]=[C:39]([C:41]([F:44])([F:43])[F:42])[CH:38]=[CH:37][N:36]=3)[CH:30]=[C:31]([CH3:33])[CH:32]=2)=[CH:23][CH:22]=1, predict the reaction product. The product is: [CH3:33][C:31]1[CH:32]=[C:27]([C:24]2[CH:23]=[CH:22][C:21]([CH2:20][N:13]3[CH2:17][CH2:16][CH2:15][C:14]3=[O:18])=[N:26][CH:25]=2)[CH:28]=[C:29]([NH:34][C:35]2[N:40]=[C:39]([C:41]([F:44])([F:42])[F:43])[CH:38]=[CH:37][N:36]=2)[CH:30]=1. (4) Given the reactants [Br:1][C:2]1[CH:3]=[C:4]([CH3:13])[C:5]2[O:6][CH2:7][C:8](=O)[NH:9][C:10]=2[N:11]=1.CO, predict the reaction product. The product is: [Br:1][C:2]1[CH:3]=[C:4]([CH3:13])[C:5]2[O:6][CH2:7][CH2:8][NH:9][C:10]=2[N:11]=1. (5) Given the reactants Cl.[C:2]([C:6]1[CH:11]=[CH:10][C:9]([C@@H:12]([NH2:14])[CH3:13])=[CH:8][CH:7]=1)([CH3:5])([CH3:4])[CH3:3].[CH3:15][O:16][C:17](=[O:42])[C@H:18]([O:20][C:21]1[CH:22]=[C:23]([CH:39]=[CH:40][CH:41]=1)[CH2:24][N:25]1[C:33]2[C:28](=[CH:29][C:30]([C:34](O)=[O:35])=[CH:31][CH:32]=2)[C:27]([CH3:37])=[C:26]1[CH3:38])[CH3:19], predict the reaction product. The product is: [C:2]([C:6]1[CH:7]=[CH:8][C:9]([C@@H:12]([NH:14][C:34]([C:30]2[CH:29]=[C:28]3[C:33](=[CH:32][CH:31]=2)[N:25]([CH2:24][C:23]2[CH:22]=[C:21]([CH:41]=[CH:40][CH:39]=2)[O:20][C@H:18]([CH3:19])[C:17]([O:16][CH3:15])=[O:42])[C:26]([CH3:38])=[C:27]3[CH3:37])=[O:35])[CH3:13])=[CH:10][CH:11]=1)([CH3:5])([CH3:3])[CH3:4].